From a dataset of Experimentally validated miRNA-target interactions with 360,000+ pairs, plus equal number of negative samples. Binary Classification. Given a miRNA mature sequence and a target amino acid sequence, predict their likelihood of interaction. (1) The miRNA is hsa-miR-4666b with sequence UUGCAUGUCAGAUUGUAAUUCCC. The protein sequence of the target gene is MENQLWHNTVRCCNQYQESPHDAEDILLLLLGLIVLVNIGINVATMMWHGLQNALDKMIDWATQKNEIQASESPPSGPPDKAQDVHIHCILDPVQVKMSRPTQYSSFSCHHFSNHHSSSLLRCVRRRRRRHRRCRRRCCNHQQRPQNYRQIPHSHSVFRNPHRSQKMSQLHRVPFFDQEDPDSYLEEEDNLPFPYPKYPRRGWGGFYQRAGLPSNVGLWGHQGGILASLPPPSLYLSPELRCMPKRVEARSELRLQSYGRHGSQSRLWGNVEAEQWASSPPPPHRLPPNPSWVPVGHSPY.... Result: 0 (no interaction). (2) The miRNA is mmu-miR-15a-5p with sequence UAGCAGCACAUAAUGGUUUGUG. The protein sequence of the target gene is MSDEIFSTTLAYTKSPKATKRTSFQDELIRAITARSARQRSSEYSDDFDSDEIVSLGEFSDTSTDESLVRKKMNDFHISDDEEKNSPRLSFLKTKKVNRAISNDALDSSTPGSEGSSPDAQEDVTGDSLPKSQNDDREVGREIITVKPTPRMHPVKRSTSSGETSSGLDADGHFKPSPQPRSMLKKSSHTEEGVRPGVDKEHSISEASAPTPSLPRQNGTELQTEEKIYSENLDLEDSLLQSLTSSSFKESPGGCTSPGSQEKVPIKDHDGEPTEIWDSLLSNENEGSSVLVNCVTPELE.... Result: 1 (interaction). (3) The miRNA is hsa-miR-6765-3p with sequence UCACCUGGCUGGCCCGCCCAG. The protein sequence of the target gene is MVQRYQSPVRVYKYPFELVMAAYEKRFPTCPQIPVFLGSEVLRESRSPDGAVHVVERSCRLRVDAPRLLRKIAGVEHVVFVQTNILNWKERTLLIEAHNETFANRVVVNEHCSYTVHPENEDWTCFEQSASLDIRSFFGFENALEKIAMKQYTANVKRGKEVIEHYLNELISQGTSHIPRWTPAPVREEDARNQAGPRDPSSLEAHGPRSTLGPALEAVSMDGDKLDADYIERCLGHLTPMQESCLIQLRHWLQETHKGKIPKDEHILRFLRAHDFHLDKAREMLRQSLSWRKQHQVDLL.... Result: 1 (interaction). (4) The miRNA is hsa-miR-142-5p with sequence CAUAAAGUAGAAAGCACUACU. The protein sequence of the target gene is MAKFVIRPATAADCSDILRLIKELAKYEYMEEQVILTEKDLLEDGFGEHPFYHCLVAEVPKEHWTPEGHSIVGFAMYYFTYDPWIGKLLYLEDFFVMSDYRGFGIGSEILKNLSQVAMRCRCSSMHFLVAEWNEPSINFYKRRGASDLSSEEGWRLFKIDKEYLLKMATEE. Result: 0 (no interaction). (5) The miRNA is hsa-miR-1908-5p with sequence CGGCGGGGACGGCGAUUGGUC. The protein sequence of the target gene is MHRNFRKWIFYVFLCFGVLYVKLGALSSVVALGANIICNKIPGLAPRQRAICQSRPDAIIVIGEGAQMGIDECQHQFRFGRWNCSALGEKTVFGQELRVGSREAAFTYAITAAGVAHAVTAACSQGNLSNCGCDREKQGYYNQAEGWKWGGCSADVRYGIDFSRRFVDAREIKKNARRLMNLHNNEAGRKVLEDRMKLECKCHGVSGSCTTKTCWTTLPKFREVGHLLKEKYNAAVQVEVVRASRLRQPTFLRIKQLRSYQKPMETDLVYIEKSPNYCEEDAATGSVGTQGRLCNRTSPG.... Result: 0 (no interaction). (6) The miRNA is hsa-miR-181c-5p with sequence AACAUUCAACCUGUCGGUGAGU. The protein sequence of the target gene is MDTSPSRKYPVKKRVKIHPNTVMVKYTSHYPQPGDDGYEEINEGYGNFMEENPKKGLLSEMKKKGRAFFGTMDTLPPPTEDPMINEIGQFQSFAEKNIFQSRKMWIVLFGSALAHGCVALITRLVSDRSKVPSLELIFIRSVFQVLSVLVVCYYQEAPFGPSGYRLRLFFYGVCNVISITCAYTSFSIVPPSNGTTMWRATTTVFSAILAFLLVDEKMAYVDMATVVCSILGVCLVMIPNIVDEDNSLLNAWKEAFGYTMTVMAGLTTALSMIVYRSIKEKISMWTALFTFGWTGTIWGI.... Result: 1 (interaction).